From a dataset of Reaction yield outcomes from USPTO patents with 853,638 reactions. Predict the reaction yield, written as a fraction of the theoretical maximum amount of product (1.0 means a 100% yield; for example, 0.34 means a 34% yield). (1) The reactants are [N+:1]([C:4]1[CH:5]=[N:6][N:7]([CH2:9][CH2:10][C:11]2[CH:16]=[CH:15][N:14]=[CH:13][CH:12]=2)[CH:8]=1)([O-])=O. The catalyst is CO.[Pd]. The product is [N:14]1[CH:15]=[CH:16][C:11]([CH2:10][CH2:9][N:7]2[CH:8]=[C:4]([NH2:1])[CH:5]=[N:6]2)=[CH:12][CH:13]=1. The yield is 0.510. (2) The reactants are [C:1]([O:5][C:6]([NH:8][C@@H:9]([CH2:14][C:15]1[CH:20]=[CH:19][C:18]([N:21]2[C:26](=[O:27])[CH:25]=[C:24]([C:28]([F:31])([F:30])[F:29])[NH:23][C:22]2=[O:32])=[CH:17][CH:16]=1)[C:10]([O:12][CH3:13])=[O:11])=[O:7])([CH3:4])([CH3:3])[CH3:2].[C:33](=O)([O-])[O-].[K+].[K+].CI. The catalyst is CN(C)C=O. The product is [C:1]([O:5][C:6]([NH:8][C@@H:9]([CH2:14][C:15]1[CH:16]=[CH:17][C:18]([N:21]2[C:26](=[O:27])[CH:25]=[C:24]([C:28]([F:31])([F:29])[F:30])[N:23]([CH3:33])[C:22]2=[O:32])=[CH:19][CH:20]=1)[C:10]([O:12][CH3:13])=[O:11])=[O:7])([CH3:4])([CH3:2])[CH3:3]. The yield is 0.970. (3) The reactants are [CH3:1][S:2][C:3]1[S:4][C:5]2[C:10]([N:11]=1)=[CH:9][CH:8]=[CH:7][N:6]=2.[Mn]([O-])(=O)(=O)=[O:13].[K+].[OH2:18]. The catalyst is C(O)(=O)C. The product is [CH3:1][S:2]([C:3]1[S:4][C:5]2[C:10]([N:11]=1)=[CH:9][CH:8]=[CH:7][N:6]=2)(=[O:13])=[O:18]. The yield is 0.201. (4) The reactants are O[CH2:2][CH2:3][CH2:4][CH2:5][O:6][C:7]1[CH:16]=[C:15]2[C:10]([C:11](=O)[NH:12][CH:13]=[N:14]2)=[CH:9][CH:8]=1.[NH2:18][C:19]1[NH:23][N:22]=[C:21]([CH2:24][C:25]([OH:27])=[O:26])[CH:20]=1.[ClH:28].O1CCOCC1.[OH-].[Na+]. The catalyst is S(Cl)(Cl)=O.CN(C)C=O. The product is [Cl:28][CH2:2][CH2:3][CH2:4][CH2:5][O:6][C:7]1[CH:16]=[C:15]2[C:10]([C:11]([NH:18][C:19]3[CH:20]=[C:21]([CH2:24][C:25]([OH:27])=[O:26])[NH:22][N:23]=3)=[N:12][CH:13]=[N:14]2)=[CH:9][CH:8]=1. The yield is 0.910. (5) The reactants are [CH3:1][N:2]([C-:4]1[CH:8]=[CH:7][CH:6]=[CH:5]1)[CH3:3].[CH-:9]1[CH:13]=[CH:12][CH:11]=[CH:10]1.[Fe+2:14].B(F)(F)F.CCOCC.[Li]CCCC.[CH3:29][Si:30](Cl)([CH3:32])[CH3:31]. The catalyst is C1COCC1. The product is [CH3:29][Si:30]([CH3:32])([CH3:31])[C:5]1[C-:4]([N:2]([CH3:3])[CH3:1])[CH:8]=[CH:7][CH:6]=1.[CH-:9]1[CH:13]=[CH:12][CH:11]=[CH:10]1.[Fe+2:14]. The yield is 0.930.